From a dataset of Full USPTO retrosynthesis dataset with 1.9M reactions from patents (1976-2016). Predict the reactants needed to synthesize the given product. (1) Given the product [C:31](=[O:42])([O:32][C:33]1[CH:34]=[CH:35][C:36]([N+:39]([O-:41])=[O:40])=[CH:37][CH:38]=1)[O:30][CH:5]1[CH2:6][CH:7]([C:8]2[N:12]3[C:13]4[CH:19]=[CH:18][N:17]([S:20]([C:23]5[CH:24]=[CH:25][C:26]([CH3:27])=[CH:28][CH:29]=5)(=[O:22])=[O:21])[C:14]=4[N:15]=[CH:16][C:11]3=[N:10][N:9]=2)[CH:3]([CH2:1][CH3:2])[CH2:4]1, predict the reactants needed to synthesize it. The reactants are: [CH2:1]([C@H:3]1[C@@H:7]([C:8]2[N:12]3[C:13]4[CH:19]=[CH:18][N:17]([S:20]([C:23]5[CH:29]=[CH:28][C:26]([CH3:27])=[CH:25][CH:24]=5)(=[O:22])=[O:21])[C:14]=4[N:15]=[CH:16][C:11]3=[N:10][N:9]=2)[CH2:6][C@H:5]([OH:30])[CH2:4]1)[CH3:2].[C:31](Cl)(=[O:42])[O:32][C:33]1[CH:38]=[CH:37][C:36]([N+:39]([O-:41])=[O:40])=[CH:35][CH:34]=1. (2) Given the product [C:1]([C:5]1[CH:10]=[CH:9][CH:8]=[CH:7][C:6]=1[C:11]1[C:19]2[C:14](=[CH:15][CH:16]=[CH:17][CH:18]=2)[NH:13][CH:12]=1)([CH3:4])([CH3:2])[CH3:3], predict the reactants needed to synthesize it. The reactants are: [C:1]([C:5]1[CH:10]=[CH:9][CH:8]=[CH:7][C:6]=1[C:11]1[C:19]2[C:14](=[CH:15][CH:16]=[CH:17][CH:18]=2)[N:13](S(C2C=CC=CC=2)(=O)=O)[CH:12]=1)([CH3:4])([CH3:3])[CH3:2].[F-].C([N+](CCCC)(CCCC)CCCC)CCC. (3) Given the product [Br:14][C:15]1[CH:16]=[CH:17][C:18]([Cl:24])=[C:19]([C:20]([C:11]2[CH:12]=[CH:13][C:8]([O:7][CH2:5][CH3:6])=[CH:9][CH:10]=2)=[O:21])[CH:23]=1, predict the reactants needed to synthesize it. The reactants are: [Cl-].[Al+3].[Cl-].[Cl-].[CH2:5]([O:7][C:8]1[CH:13]=[CH:12][CH:11]=[CH:10][CH:9]=1)[CH3:6].[Br:14][C:15]1[CH:16]=[CH:17][C:18]([Cl:24])=[C:19]([CH:23]=1)[C:20](Cl)=[O:21]. (4) Given the product [CH2:1]([O:3][C:4](=[O:17])[CH2:5][N:6]1[C:14]([NH2:33])=[N:13][C:12]2[C:7]1=[N:8][C:9]([C:22]([O:52][CH:39]([C:46]1[CH:47]=[CH:48][CH:49]=[CH:50][CH:51]=1)[C:40]1[CH:45]=[CH:44][CH:43]=[CH:42][CH:41]=1)=[O:28])=[N:10][C:11]=2[I:15])[CH3:2], predict the reactants needed to synthesize it. The reactants are: [CH2:1]([O:3][C:4](=[O:17])[CH2:5][N:6]1[CH:14]=[N:13][C:12]2[C:7]1=[N:8][C:9](N)=[N:10][C:11]=2[I:15])[CH3:2].ClC(Cl)(O[C:22](=[O:28])OC(Cl)(Cl)Cl)Cl.C([N:33](CC)C(C)C)(C)C.[CH:39]([OH:52])([C:46]1[CH:51]=[CH:50][CH:49]=[CH:48][CH:47]=1)[C:40]1[CH:45]=[CH:44][CH:43]=[CH:42][CH:41]=1.Cl.[Cl-].[Na+].S([O-])([O-])(=O)=S.[Na+].[Na+].